This data is from CYP3A4 inhibition data for predicting drug metabolism from PubChem BioAssay. The task is: Regression/Classification. Given a drug SMILES string, predict its absorption, distribution, metabolism, or excretion properties. Task type varies by dataset: regression for continuous measurements (e.g., permeability, clearance, half-life) or binary classification for categorical outcomes (e.g., BBB penetration, CYP inhibition). Dataset: cyp3a4_veith. The compound is COc1cccc2cc(C(=O)CC3(O)C(=O)N(Cc4ccccc4)c4ccccc43)c(=O)oc12. The result is 1 (inhibitor).